Dataset: Experimentally validated miRNA-target interactions with 360,000+ pairs, plus equal number of negative samples. Task: Binary Classification. Given a miRNA mature sequence and a target amino acid sequence, predict their likelihood of interaction. (1) Result: 1 (interaction). The protein sequence of the target gene is MRRYLRVVVLCVACGFCSLLYAFSQLAVSLEEGTGGGGGKPQAAVASWLAGGGRGAVRGAGVAGPAAHPGVSDRCKDFSLCYWNPYWMLPSDVCGMNCFWEAAFRYSLKIQPVEKMHLAVVACGERLEETMTMLKSAIIFSIKPLQFHIFAEDQLHHSFKGRLDNWSFLQTFNYTLYPITFPSENAAEWKKLFKPCASQRLFLPLILKEVDSLLYVDTDILFLRPVDDIWSLLKKFNSTQIAAMAPEHEEPRIGWYNRFARHPYYGKTGVNSGVMLMNMTRMRRKYFKNDMTTVRLQWGD.... The miRNA is hsa-miR-3617-5p with sequence AAAGACAUAGUUGCAAGAUGGG. (2) The miRNA is hsa-miR-5001-5p with sequence AGGGCUGGACUCAGCGGCGGAGCU. The protein sequence of the target gene is MSEAMDQPAGGPGNPRPGEGDDGSMEPGTCQELLHRLRELEAENSALAQANENQRETYERCLDEVANHVVQALLNQKDLREECIKLKKRVFDLERQNQMLSALFQQKLQLTTGSLPQIPLTPLQPPSEPPASPSLSSTEGPAAPLPLGHCAGQREVCWEQQLRPGGPGPPAAPPPALDALSPFLRKKAQILEVLRALEETDPLLLCSPATPWRPPGQGPGSPEPINGELCGPPQPEPSPWAPCLLLGPGNLGGLLHWERLLGGLGGEEDTGRPWGPSRGPPQAQGTSSGPNCAPGSSSSS.... Result: 1 (interaction). (3) The miRNA is hsa-miR-6767-5p with sequence UCGCAGACAGGGACACAUGGAGA. The protein sequence of the target gene is MPLEVVVELQIRAISCPGVFLPGKQDVYLGVYLMNQYLETNSFPSAFPIMIQESMRFEKVFESAVDPGAVVDLLEMWDELAYYEENTRDFLFPEPKLTPSHPRRCREVLMKTALGFPGIAPKIEFSTRTAIRECVFLHRNRFLEERHESRRPLSTSHEPIFPLNTIKMKLKENNLNRLPKGMQARAPSQYSTRHFFQDQPAQLNLGNNFKISGGSKPPFVVRHVDSAKPFGENISEHHLRRSRRKSKFSDFPFPTRRASSLDSLAANVKVIKEPDERIVLRSDSSSCLDSSQFGKSSSSK.... Result: 0 (no interaction). (4) Result: 0 (no interaction). The protein sequence of the target gene is MSARAAAAKSTAMEETAIWEQHTVTLHRAPGFGFGIAISGGRDNPHFQSGETSIVISDVLKGGPAEGQLQENDRVAMVNGVSMDNVEHAFAVQQLRKSGKNAKITIRRKKKVQIPVSRPDPEPVSDNEEDSYDEEIHDPRSGRSGVVNRRSEKIWPRDRSASRERSLSPRSDRRSVASSQPAKPTKVTLVKSRKNEEYGLRLASHIFVKEISQDSLAARDGNIQEGDVVLKINGTVTENMSLTDAKTLIERSKGKLKMVVQRDERATLLNVPDLSDSIHSANASERDDISEIQSLASDHS.... The miRNA is hsa-miR-3680-3p with sequence UUUUGCAUGACCCUGGGAGUAGG. (5) The protein sequence of the target gene is MSEKENNFPPLPKFIPVKPCFYQNFSDEIPVEHQVLVKRIYRLWMFYCATLGVNLIACLAWWIGGGSGTNFGLAFVWLLLFTPCGYVCWFRPVYKAFRADSSFNFMAFFFIFGAQFVLTVIQAIGFSGWGACGWLSAIGFFQYSPGAAVVMLLPAIMFSVSAAMMAIAIMKVHRIYRGAGGSFQKAQTEWNTGTWRNPPSREAQYNNFSGNSLPEYPTVPSYPGSGQWP. Result: 1 (interaction). The miRNA is hsa-miR-6785-5p with sequence UGGGAGGGCGUGGAUGAUGGUG. (6) The miRNA is hsa-miR-4430 with sequence AGGCUGGAGUGAGCGGAG. The protein sequence of the target gene is MPFAEDKTYKYICRNFSNFCNVDVVEILPYLPCLTARDQDRLRATCTLSGNRDTLWHLFNTLQRRPGWVEYFIAALRGCELVDLADEVASVYQSYQPRTSDRPPDPLEPPSLPAERPGPPTPAAAHSIPYNSCREKEPSYPMPVQETQAPESPGENSEQALQTLSPRAIPRNPDGGPLESSSDLAALSPLTSSGHQEQDTELGSTHTAGATSSLTPSRGPVSPSVSFQPLARSTPRASRLPGPTGSVVSTGTSFSSSSPGLASAGAAEGKQGAESDQAEPIICSSGAEAPANSLPSKVPT.... Result: 1 (interaction).